Dataset: Forward reaction prediction with 1.9M reactions from USPTO patents (1976-2016). Task: Predict the product of the given reaction. (1) Given the reactants Br[CH2:2][C:3]1[CH:4]=[N:5][CH:6]=[CH:7][CH:8]=1.[O:9]=[CH:10][C:11]1[CH:19]=[CH:18][C:16]([OH:17])=[C:13]([O:14][CH3:15])[CH:12]=1.C(=O)([O-])[O-].[K+].[K+], predict the reaction product. The product is: [CH3:15][O:14][C:13]1[CH:12]=[C:11]([CH:19]=[CH:18][C:16]=1[O:17][CH2:2][C:3]1[CH:4]=[N:5][CH:6]=[CH:7][CH:8]=1)[CH:10]=[O:9]. (2) Given the reactants [Cl:1][C:2]1[CH:7]=[CH:6][C:5]([CH2:8][S:9]([CH3:12])(=[O:11])=[O:10])=[CH:4][N:3]=1.Br[CH2:14][CH2:15]Br, predict the reaction product. The product is: [Cl:1][C:2]1[CH:7]=[CH:6][C:5]([C:8]2([S:9]([CH3:12])(=[O:11])=[O:10])[CH2:15][CH2:14]2)=[CH:4][N:3]=1. (3) Given the reactants [CH3:1][O:2][C:3]([C:5]1[CH:9]=[C:8](Br)[S:7][C:6]=1[CH3:11])=[O:4].C([Mg]Br)(C)C.[C:17]([O:21][C:22]([N:24]1[CH2:28][CH2:27][CH2:26][C:25]1=[O:29])=[O:23])([CH3:20])([CH3:19])[CH3:18].[B-].[Na+].[Cl-].[NH4+], predict the reaction product. The product is: [CH3:1][O:2][C:3]([C:5]1[CH:9]=[C:8]([CH:25]([OH:29])[CH2:26][CH2:27][CH2:28][NH:24][C:22]([O:21][C:17]([CH3:19])([CH3:18])[CH3:20])=[O:23])[S:7][C:6]=1[CH3:11])=[O:4]. (4) Given the reactants [O:1]([C:3]#[N:4])[K].Br[CH2:6][CH2:7][CH2:8][CH2:9][CH2:10][CH2:11][CH2:12][CH2:13][CH2:14][CH2:15][O:16][C:17](=[O:21])[C:18]([CH3:20])=[CH2:19].[CH2:22]([O:24][P:25]([CH2:30][CH:31]([CH2:41][OH:42])[CH2:32][P:33](=[O:40])([O:37][CH2:38][CH3:39])[O:34][CH2:35][CH3:36])(=[O:29])[O:26][CH2:27][CH3:28])[CH3:23], predict the reaction product. The product is: [CH2:35]([O:34][P:33]([CH2:32][CH:31]([CH2:41][O:42][C:3](=[O:1])[NH:4][CH2:6][CH2:7][CH2:8][CH2:9][CH2:10][CH2:11][CH2:12][CH2:13][CH2:14][CH2:15][O:16][C:17](=[O:21])[C:18]([CH3:20])=[CH2:19])[CH2:30][P:25](=[O:29])([O:26][CH2:27][CH3:28])[O:24][CH2:22][CH3:23])(=[O:40])[O:37][CH2:38][CH3:39])[CH3:36]. (5) Given the reactants [Cl:1][C:2]1[CH:7]=[C:6]([CH3:8])[N:5]=[C:4]([O:9][C:10]2[C:15]([CH3:16])=[CH:14][C:13]([CH3:17])=[CH:12][C:11]=2[CH3:18])[C:3]=1[CH2:19][OH:20].[Cr](Cl)([O-])(=O)=O.[NH+]1C=CC=CC=1, predict the reaction product. The product is: [Cl:1][C:2]1[CH:7]=[C:6]([CH3:8])[N:5]=[C:4]([O:9][C:10]2[C:11]([CH3:18])=[CH:12][C:13]([CH3:17])=[CH:14][C:15]=2[CH3:16])[C:3]=1[CH:19]=[O:20]. (6) Given the reactants [NH2:1][C:2]1[CH:7]=[CH:6][CH:5]=[CH:4][CH:3]=1.[CH2:8]1[O:10][CH:9]1[CH2:11][OH:12], predict the reaction product. The product is: [C:2]1([NH:1][CH2:8][CH:9]([OH:10])[CH2:11][OH:12])[CH:7]=[CH:6][CH:5]=[CH:4][CH:3]=1. (7) Given the reactants [NH:1]1[CH2:12][CH2:11][NH:10][CH2:9][CH2:8][NH:7][CH2:6][CH2:5][NH:4][CH2:3][CH2:2]1.C([O-])([O-])=O.[Cs+].[Cs+].Cl[CH2:20][C:21]1[N:22]=[N:23][CH:24]=[CH:25][CH:26]=1, predict the reaction product. The product is: [N:23]1[CH:24]=[CH:25][CH:26]=[C:21]([CH2:20][N:1]2[CH2:12][CH2:11][N:10]([CH2:20][C:21]3[N:22]=[N:23][CH:24]=[CH:25][CH:26]=3)[CH2:9][CH2:8][N:7]([CH2:20][C:21]3[N:22]=[N:23][CH:24]=[CH:25][CH:26]=3)[CH2:6][CH2:5][N:4]([CH2:20][C:21]3[N:22]=[N:23][CH:24]=[CH:25][CH:26]=3)[CH2:3][CH2:2]2)[N:22]=1.